This data is from Forward reaction prediction with 1.9M reactions from USPTO patents (1976-2016). The task is: Predict the product of the given reaction. (1) Given the reactants [N+:1]([C:4]1[C:5]([N:13]2[CH2:18][C@H:17]([C:19]([F:22])([F:21])[F:20])[CH2:16][C@H:15]([NH:23][C:24](=[O:30])[O:25][C:26]([CH3:29])([CH3:28])[CH3:27])[CH2:14]2)=[C:6]2[CH2:12][CH2:11][CH2:10][C:7]2=[N:8][CH:9]=1)([O-:3])=[O:2].C1C=C(Cl)C=C(C(OO)=[O:39])C=1, predict the reaction product. The product is: [N+:1]([C:4]1[C:5]([N:13]2[CH2:18][C@H:17]([C:19]([F:22])([F:21])[F:20])[CH2:16][C@H:15]([NH:23][C:24](=[O:30])[O:25][C:26]([CH3:27])([CH3:29])[CH3:28])[CH2:14]2)=[C:6]2[CH2:12][CH2:11][CH2:10][C:7]2=[N+:8]([O-:39])[CH:9]=1)([O-:3])=[O:2]. (2) Given the reactants [C:1]([O:5][C:6](=[O:25])[NH:7][CH2:8][C:9]1[CH:14]=[CH:13][C:12]([C:15]([F:18])([F:17])[F:16])=[C:11]([C:19]2[CH2:20][CH2:21][NH:22][CH2:23][CH:24]=2)[CH:10]=1)([CH3:4])([CH3:3])[CH3:2].[CH3:26][O:27][CH2:28][CH2:29][N:30]1[C:38]2[C:33](=[CH:34][CH:35]=[CH:36][C:37]=2[CH3:39])[C:32]([C:40](O)=[O:41])=[CH:31]1, predict the reaction product. The product is: [C:1]([O:5][C:6](=[O:25])[NH:7][CH2:8][C:9]1[CH:14]=[CH:13][C:12]([C:15]([F:18])([F:16])[F:17])=[C:11]([C:19]2[CH2:24][CH2:23][N:22]([C:40]([C:32]3[C:33]4[C:38](=[C:37]([CH3:39])[CH:36]=[CH:35][CH:34]=4)[N:30]([CH2:29][CH2:28][O:27][CH3:26])[CH:31]=3)=[O:41])[CH2:21][CH:20]=2)[CH:10]=1)([CH3:4])([CH3:2])[CH3:3].